This data is from Reaction yield outcomes from USPTO patents with 853,638 reactions. The task is: Predict the reaction yield, written as a fraction of the theoretical maximum amount of product (1.0 means a 100% yield; for example, 0.34 means a 34% yield). (1) The reactants are O=[C:2]1[NH:11][C:10]2[C:5](=[CH:6][CH:7]=[C:8]([C:12]#[N:13])[CH:9]=2)[N:4]=[CH:3]1.P(Cl)(Cl)([Cl:16])=O. No catalyst specified. The product is [Cl:16][C:2]1[CH:3]=[N:4][C:5]2[C:10]([N:11]=1)=[CH:9][C:8]([C:12]#[N:13])=[CH:7][CH:6]=2. The yield is 0.790. (2) The reactants are [Cl:1][C:2]1[N:7]=[C:6]2[NH:8][C:9](=[O:11])[CH2:10][C:5]2=[CH:4][CH:3]=1.[H-].[Na+].Br[CH2:15][CH2:16]Br. The catalyst is CN(C=O)C. The product is [Cl:1][C:2]1[N:7]=[C:6]2[NH:8][C:9](=[O:11])[C:10]3([CH2:16][CH2:15]3)[C:5]2=[CH:4][CH:3]=1. The yield is 0.490. (3) The reactants are [CH2:1]([O:3][C:4]1[CH:9]=[CH:8][C:7]([C:10]#[CH:11])=[CH:6][CH:5]=1)[CH3:2].[Cl:12][C:13]1[C:14]([C:20]#[N:21])=[N:15][CH:16]=[C:17](Cl)[CH:18]=1.C([N:24](CC)CC)C. The catalyst is [Cu]I.Cl[Pd](Cl)([P](C1C=CC=CC=1)(C1C=CC=CC=1)C1C=CC=CC=1)[P](C1C=CC=CC=1)(C1C=CC=CC=1)C1C=CC=CC=1.CN(C=O)C. The product is [CH3:10][C:7]1[C:8]2=[C:13]3[C:14](=[C:20]([NH2:21])[N:24]=[C:9]2[CH:4]=[CH:5][CH:6]=1)[N:15]=[CH:16][CH:17]=[CH:18]3.[Cl:12][C:13]1[C:14]([C:20]#[N:21])=[N:15][CH:16]=[C:17]([C:11]#[C:10][C:7]2[CH:8]=[CH:9][C:4]([O:3][CH2:1][CH3:2])=[CH:5][CH:6]=2)[CH:18]=1. The yield is 0.0400. (4) The reactants are [CH2:1]([NH:8][C@@:9]([CH3:15])([CH2:13][OH:14])[C:10]([OH:12])=[O:11])[C:2]1[CH:7]=[CH:6][CH:5]=[CH:4][CH:3]=1.Cl[CH2:17][C:18](Cl)=[O:19]. No catalyst specified. The product is [CH2:1]([N:8]1[C:18](=[O:19])[CH2:17][O:14][CH2:13][C@@:9]1([CH3:15])[C:10]([OH:12])=[O:11])[C:2]1[CH:7]=[CH:6][CH:5]=[CH:4][CH:3]=1. The yield is 0.650. (5) The reactants are [NH2:1][C:2]1[CH:7]=[C:6]([Cl:8])[CH:5]=[CH:4][C:3]=1[SH:9].Br[CH2:11][C:12]1[CH:21]=[CH:20][CH:19]=[CH:18][C:13]=1[C:14]([O:16][CH3:17])=[O:15].C([O-])([O-])=O.[K+].[K+]. The catalyst is CN(C=O)C. The product is [NH2:1][C:2]1[CH:7]=[C:6]([Cl:8])[CH:5]=[CH:4][C:3]=1[S:9][CH2:11][C:12]1[CH:21]=[CH:20][CH:19]=[CH:18][C:13]=1[C:14]([O:16][CH3:17])=[O:15]. The yield is 0.840. (6) The reactants are Cl[C:2]1[C:3](=[O:8])[NH:4][CH2:5][CH2:6][CH:7]=1.[NH:9]1[CH2:14][CH2:13][O:12][CH2:11][CH2:10]1.C(N(CC)CC)C. The catalyst is C1COCC1. The product is [N:9]1([C:2]2[C:3](=[O:8])[NH:4][CH2:5][CH2:6][CH:7]=2)[CH2:14][CH2:13][O:12][CH2:11][CH2:10]1. The yield is 0.430.